Dataset: Catalyst prediction with 721,799 reactions and 888 catalyst types from USPTO. Task: Predict which catalyst facilitates the given reaction. Reactant: [CH3:1][N:2]1[CH:6]=[C:5]([C:7]2[CH:8]=[C:9]3[C:15]([C:16]([NH:18][NH2:19])=[O:17])=[CH:14][NH:13][C:10]3=[N:11][CH:12]=2)[CH:4]=[N:3]1.[CH3:20][C:21]([O:24][C:25]([NH:27][C@@H:28]([C:35](O)=[O:36])[C:29]1[CH:34]=[CH:33][CH:32]=[CH:31][CH:30]=1)=[O:26])([CH3:23])[CH3:22].CN1CCOCC1.Cl.CN(C)CCCN=C=NCC.O.ON1C2C=CC=CC=2N=N1. Product: [CH3:1][N:2]1[CH:6]=[C:5]([C:7]2[CH:8]=[C:9]3[C:15]([C:16]([NH:18][NH:19][C:35](=[O:36])[CH:28]([NH:27][C:25](=[O:26])[O:24][C:21]([CH3:20])([CH3:23])[CH3:22])[C:29]4[CH:34]=[CH:33][CH:32]=[CH:31][CH:30]=4)=[O:17])=[CH:14][NH:13][C:10]3=[N:11][CH:12]=2)[CH:4]=[N:3]1. The catalyst class is: 18.